This data is from Catalyst prediction with 721,799 reactions and 888 catalyst types from USPTO. The task is: Predict which catalyst facilitates the given reaction. (1) Reactant: [CH3:1][O:2][C:3](=[O:17])[C@@H:4]1[CH2:8][C:7](=O)[CH2:6][N:5]1[C:10]([O:12][C:13]([CH3:16])([CH3:15])[CH3:14])=[O:11].[NH:18]1[CH2:22][CH2:21][CH2:20][CH2:19]1.CC(OCC1C2C(=CC=CC=2)C(COC(C)=O)=C2C=1C=CC=C2)=O.C(O[BH-](OC(=O)C)OC(=O)C)(=O)C.[Na+]. Product: [CH3:1][O:2][C:3]([CH:4]1[N:5]([C:10]([O:12][C:13]([CH3:16])([CH3:15])[CH3:14])=[O:11])[CH2:6][CH:7]([N:18]2[CH2:22][CH2:21][CH2:20][CH2:19]2)[CH2:8]1)=[O:17]. The catalyst class is: 2. (2) Reactant: C(=O)([O-])[O-:2].[K+].[K+].OO.[Cl:9][C:10]1[CH:45]=[CH:44][C:43]([F:46])=[CH:42][C:11]=1[CH2:12][N:13]1[C:21]2[C:20](=[O:22])[N:19]([CH3:23])[C:18]([C:24]#[N:25])=[N:17][C:16]=2[C:15]([C:26]#[N:27])=[C:14]1[N:28]1[CH2:33][CH2:32][CH2:31][C@@H:30]([NH:34][C:35](=[O:41])[O:36][C:37]([CH3:40])([CH3:39])[CH3:38])[CH2:29]1.S([O-])([O-])=O.[Na+].[Na+]. Product: [NH2:25][C:24]([C:18]1[N:19]([CH3:23])[C:20](=[O:22])[C:21]2[N:13]([CH2:12][C:11]3[CH:42]=[C:43]([F:46])[CH:44]=[CH:45][C:10]=3[Cl:9])[C:14]([N:28]3[CH2:33][CH2:32][CH2:31][C@@H:30]([NH:34][C:35](=[O:41])[O:36][C:37]([CH3:39])([CH3:40])[CH3:38])[CH2:29]3)=[C:15]([C:26]#[N:27])[C:16]=2[N:17]=1)=[O:2]. The catalyst class is: 58. (3) Reactant: [Cl:1][CH2:2][C:3]1[CH:4]=[C:5]([CH:9]=[CH:10][CH:11]=1)[C:6](Cl)=[O:7].[F:12][C:13]([F:19])([F:18])[C:14]([CH3:17])([NH2:16])[CH3:15].C(N(CC)CC)C. Product: [Cl:1][CH2:2][C:3]1[CH:4]=[C:5]([CH:9]=[CH:10][CH:11]=1)[C:6]([NH:16][C:14]([CH3:17])([CH3:15])[C:13]([F:19])([F:18])[F:12])=[O:7]. The catalyst class is: 4. (4) Reactant: [C:1]1([C:7]2[NH:11][N:10]=[N:9][N:8]=2)[CH:6]=[CH:5][CH:4]=[CH:3][CH:2]=1.[NH:12]1[CH2:17][CH2:16][NH:15][CH2:14][CH2:13]1.[CH2:18]=O. Product: [C:1]1([C:7]2[N:11]([CH2:18][N:12]3[CH2:17][CH2:16][NH:15][CH2:14][CH2:13]3)[N:10]=[N:9][N:8]=2)[CH:2]=[CH:3][CH:4]=[CH:5][CH:6]=1. The catalyst class is: 5.